Predict which catalyst facilitates the given reaction. From a dataset of Catalyst prediction with 721,799 reactions and 888 catalyst types from USPTO. (1) Reactant: [NH2:1][C:2]1[CH:15]=[CH:14][C:13]([Cl:16])=[CH:12][C:3]=1[C:4]([C:6]1[CH:11]=[CH:10][CH:9]=[CH:8][CH:7]=1)=[O:5].[O:17](S(C(F)(F)F)(=O)=O)[S:18]([C:21]([F:24])([F:23])[F:22])(=O)=[O:19]. Product: [C:4]([C:3]1[CH:12]=[C:13]([Cl:16])[CH:14]=[CH:15][C:2]=1[NH:1][S:18]([C:21]([F:24])([F:23])[F:22])(=[O:19])=[O:17])(=[O:5])[C:6]1[CH:7]=[CH:8][CH:9]=[CH:10][CH:11]=1. The catalyst class is: 2. (2) Reactant: [CH2:1]([O:8][C@@H:9]1[C@@H:17]([O:18][CH2:19][C:20]2[CH:25]=[CH:24][CH:23]=[CH:22][CH:21]=2)[C@H:16]([CH3:26])[O:15][C:14](=[O:27])[C@@H:13]([NH:28][C:29](=[O:35])[O:30][C:31]([CH3:34])([CH3:33])[CH3:32])[CH2:12][CH2:11][CH2:10]1)[C:2]1[CH:7]=[CH:6][CH:5]=[CH:4][CH:3]=1.[C:36](O[C:36]([O:38][C:39]([CH3:42])([CH3:41])[CH3:40])=[O:37])([O:38][C:39]([CH3:42])([CH3:41])[CH3:40])=[O:37]. Product: [C:31]([O:30][C:29]([N:28]([C@H:13]1[CH2:12][CH2:11][CH2:10][C@H:9]([O:8][CH2:1][C:2]2[CH:3]=[CH:4][CH:5]=[CH:6][CH:7]=2)[C@@H:17]([O:18][CH2:19][C:20]2[CH:25]=[CH:24][CH:23]=[CH:22][CH:21]=2)[C@H:16]([CH3:26])[O:15][C:14]1=[O:27])[C:36](=[O:37])[O:38][C:39]([CH3:42])([CH3:41])[CH3:40])=[O:35])([CH3:34])([CH3:33])[CH3:32]. The catalyst class is: 649. (3) Reactant: C[O:2][C:3]([C:5]1([C:9]2[CH:14]=[CH:13][C:12]([NH:15][C:16]3[N:21]=[C:20]([C:22]4[CH:23]=[N:24][N:25]([CH3:27])[CH:26]=4)[CH:19]=[C:18]([N:28]4[CH2:32][CH2:31][CH2:30][CH2:29]4)[N:17]=3)=[CH:11][CH:10]=2)[CH2:8][CH2:7][CH2:6]1)=[O:4]. Product: [CH3:27][N:25]1[CH:26]=[C:22]([C:20]2[CH:19]=[C:18]([N:28]3[CH2:32][CH2:31][CH2:30][CH2:29]3)[N:17]=[C:16]([NH:15][C:12]3[CH:13]=[CH:14][C:9]([C:5]4([C:3]([OH:4])=[O:2])[CH2:6][CH2:7][CH2:8]4)=[CH:10][CH:11]=3)[N:21]=2)[CH:23]=[N:24]1. The catalyst class is: 273.